Dataset: Forward reaction prediction with 1.9M reactions from USPTO patents (1976-2016). Task: Predict the product of the given reaction. (1) Given the reactants Br[C:2]1[CH:7]=[CH:6][CH:5]=[C:4]([O:8]C)[N:3]=1.[F:10][C:11]1[CH:16]=[CH:15][CH:14]=[C:13]([F:17])[C:12]=1B(O)O.OC1C=CC=CN=1.C(N(C(C)C)CC)(C)C.[F:37][C:38]([F:57])([F:56])[S:39](N(C1C=CC=CC=1)[S:39]([C:38]([F:57])([F:56])[F:37])(=[O:41])=[O:40])(=[O:41])=[O:40], predict the reaction product. The product is: [F:37][C:38]([F:57])([F:56])[S:39]([O:8][C:4]1[CH:5]=[CH:6][CH:7]=[C:2]([C:12]2[C:11]([F:10])=[CH:16][CH:15]=[CH:14][C:13]=2[F:17])[N:3]=1)(=[O:41])=[O:40]. (2) Given the reactants Cl[C:2]1[CH:3]=[C:4]2[C:8](=[CH:9][CH:10]=1)[N:7]([C:11]([O:13][C:14]([CH3:17])([CH3:16])[CH3:15])=[O:12])[CH:6]=[CH:5]2.[CH3:18][C:19]1([CH3:35])[C:23]([CH3:25])([CH3:24])[O:22][B:21]([B:21]2[O:22][C:23]([CH3:25])([CH3:24])[C:19]([CH3:35])([CH3:18])[O:20]2)[O:20]1.C(O[K])(C)=O, predict the reaction product. The product is: [CH3:18][C:19]1([CH3:35])[C:23]([CH3:25])([CH3:24])[O:22][B:21]([C:2]2[CH:3]=[C:4]3[C:8](=[CH:9][CH:10]=2)[N:7]([C:11]([O:13][C:14]([CH3:17])([CH3:16])[CH3:15])=[O:12])[CH:6]=[CH:5]3)[O:20]1. (3) Given the reactants [C:1]1([N:7]2[C:11]([CH2:12][CH2:13][CH:14]=O)=[CH:10][C:9]([CH2:16][CH2:17][CH3:18])=[N:8]2)[CH:6]=[CH:5][CH:4]=[CH:3][CH:2]=1.[Cl:19][C:20]1[CH:21]=[C:22]([N:27]2[CH2:32][CH2:31][NH:30][CH2:29][CH2:28]2)[CH:23]=[CH:24][C:25]=1[Cl:26].CCN(C(C)C)C(C)C.[BH-](OC(C)=O)(OC(C)=O)OC(C)=O.[Na+], predict the reaction product. The product is: [Cl:19][C:20]1[CH:21]=[C:22]([N:27]2[CH2:32][CH2:31][N:30]([CH2:14][CH2:13][CH2:12][C:11]3[N:7]([C:1]4[CH:6]=[CH:5][CH:4]=[CH:3][CH:2]=4)[N:8]=[C:9]([CH2:16][CH2:17][CH3:18])[CH:10]=3)[CH2:29][CH2:28]2)[CH:23]=[CH:24][C:25]=1[Cl:26]. (4) The product is: [F:4][C:5]1[CH:6]=[CH:7][C:8](/[C:11](=[N:22]/[O:23][CH2:24][C:25]2[CH:30]=[CH:29][C:28]([O:31][CH2:32][C:33]3[N:34]=[C:35]([C:39]4[CH:40]=[CH:41][CH:42]=[CH:43][CH:44]=4)[O:36][C:37]=3[CH3:38])=[CH:27][CH:26]=2)/[CH2:12][CH2:13][CH2:14][CH2:15][CH2:16][CH2:17][C:18]([OH:20])=[O:19])=[CH:9][CH:10]=1. Given the reactants O.[OH-].[Li+].[F:4][C:5]1[CH:10]=[CH:9][C:8](/[C:11](=[N:22]/[O:23][CH2:24][C:25]2[CH:30]=[CH:29][C:28]([O:31][CH2:32][C:33]3[N:34]=[C:35]([C:39]4[CH:44]=[CH:43][CH:42]=[CH:41][CH:40]=4)[O:36][C:37]=3[CH3:38])=[CH:27][CH:26]=2)/[CH2:12][CH2:13][CH2:14][CH2:15][CH2:16][CH2:17][C:18]([O:20]C)=[O:19])=[CH:7][CH:6]=1.O.Cl, predict the reaction product. (5) Given the reactants [Sn](Cl)Cl.[Br:4][C:5]1[CH:13]=[CH:12][C:11]([N+:14]([O-])=O)=[CH:10][C:6]=1[C:7]([OH:9])=[O:8].[CH2:17]([OH:19])[CH3:18], predict the reaction product. The product is: [C:17]([NH:14][C:11]1[CH:12]=[CH:13][C:5]([Br:4])=[C:6]([CH:10]=1)[C:7]([OH:9])=[O:8])(=[O:19])[CH3:18]. (6) Given the reactants [S:1]1[C:5]2[C:6]3[S:11][CH:10]=[CH:9][C:7]=3[S:8][C:4]=2[CH:3]=[CH:2]1.C([Li])CCC.CN(C)[CH:19]=[O:20].[O:22]1CCC[CH2:23]1, predict the reaction product. The product is: [S:11]1[C:6]2[C:5]3[S:1][C:2]([CH:23]=[O:22])=[CH:3][C:4]=3[S:8][C:7]=2[CH:9]=[C:10]1[CH:19]=[O:20]. (7) Given the reactants [CH2:1]([CH:3]1[CH2:12][C:11]2[C:6](=[CH:7][C:8]([O:21][CH3:22])=[C:9]([O:13][CH2:14][C:15]3[CH:20]=[CH:19][CH:18]=[CH:17][CH:16]=3)[CH:10]=2)[CH2:5][NH:4]1)[CH3:2].CCN(C(C)C)C(C)C.[CH3:32][O:33][C:34]1[CH:35]=[C:36]([CH:39]=[CH:40][CH:41]=1)[CH2:37]Br.[Cl-].[NH4+], predict the reaction product. The product is: [CH2:1]([CH:3]1[CH2:12][CH:11]2[C:6](=[CH:7][C:8]([O:21][CH3:22])=[C:9]([O:13][CH2:14][C:15]3[CH:20]=[CH:19][CH:18]=[CH:17][CH:16]=3)[CH2:10]2)[CH2:5][N:4]1[CH2:37][C:36]1[CH:39]=[CH:40][CH:41]=[C:34]([O:33][CH3:32])[CH:35]=1)[CH3:2].